This data is from Forward reaction prediction with 1.9M reactions from USPTO patents (1976-2016). The task is: Predict the product of the given reaction. (1) Given the reactants Cl.Cl.[F:3][C:4]1[CH:5]=[C:6]([CH:9]=[CH:10][C:11]=1[O:12][CH2:13][CH2:14][N:15]1[CH2:22][CH:21]2[O:23][CH:17]([CH2:18][NH:19][CH2:20]2)[CH2:16]1)[C:7]#[N:8].[C:24]([O:28][C:29](=[O:35])[NH:30][CH2:31][CH2:32][CH2:33]Br)([CH3:27])([CH3:26])[CH3:25].C(=O)([O-])[O-].[K+].[K+], predict the reaction product. The product is: [C:24]([O:28][C:29](=[O:35])[NH:30][CH2:31][CH2:32][CH2:33][N:19]1[CH2:20][CH:21]2[O:23][CH:17]([CH2:16][N:15]([CH2:14][CH2:13][O:12][C:11]3[CH:10]=[CH:9][C:6]([C:7]#[N:8])=[CH:5][C:4]=3[F:3])[CH2:22]2)[CH2:18]1)([CH3:27])([CH3:26])[CH3:25]. (2) Given the reactants C([O:5][C:6](=[O:30])[CH2:7][N:8]1[C:16]2[C:11](=[CH:12][C:13]([Cl:17])=[CH:14][CH:15]=2)[C:10]([C:18]2[C:27]3[C:22](=[CH:23][CH:24]=[CH:25][CH:26]=3)[C:21](=[O:28])[NH:20][N:19]=2)=[C:9]1[CH3:29])(C)(C)C.Cl[CH2:32][CH:33]1[O:38][C:37]2[CH:39]=[CH:40][CH:41]=[CH:42][C:36]=2[O:35][CH2:34]1, predict the reaction product. The product is: [Cl:17][C:13]1[CH:12]=[C:11]2[C:16](=[CH:15][CH:14]=1)[N:8]([CH2:7][C:6]([OH:5])=[O:30])[C:9]([CH3:29])=[C:10]2[C:18]1[C:27]2[C:22](=[CH:23][CH:24]=[CH:25][CH:26]=2)[C:21](=[O:28])[N:20]([CH2:32][CH:33]2[O:38][C:37]3[CH:39]=[CH:40][CH:41]=[CH:42][C:36]=3[O:35][CH2:34]2)[N:19]=1. (3) Given the reactants CN(C)CCCN=C=NCC.[NH2:12][C:13]1[CH:18]=[CH:17][C:16]([N:19]([CH2:27][CH2:28][C:29]2[CH:34]=[CH:33][CH:32]=[CH:31][N:30]=2)C(=O)OC(C)(C)C)=[CH:15][CH:14]=1.[CH2:35]([O:37][C:38]1[CH:39]=[C:40]([C:54](O)=[O:55])[C:41]([C:44]2[CH:49]=[CH:48][C:47]([C:50]([F:53])([F:52])[F:51])=[CH:46][CH:45]=2)=[CH:42][CH:43]=1)[CH3:36].O.ON1C2C=CC=CC=2N=N1.Cl.C(=O)([O-])[O-].[K+].[K+], predict the reaction product. The product is: [CH2:35]([O:37][C:38]1[CH:39]=[C:40]([C:54]([NH:12][C:13]2[CH:14]=[CH:15][C:16]([NH:19][CH2:27][CH2:28][C:29]3[CH:34]=[CH:33][CH:32]=[CH:31][N:30]=3)=[CH:17][CH:18]=2)=[O:55])[C:41]([C:44]2[CH:49]=[CH:48][C:47]([C:50]([F:51])([F:52])[F:53])=[CH:46][CH:45]=2)=[CH:42][CH:43]=1)[CH3:36]. (4) Given the reactants Cl[CH2:2][C:3]([N:5]([CH3:15])[C:6]1[CH:11]=[CH:10][C:9]([N+:12]([O-:14])=[O:13])=[CH:8][CH:7]=1)=[O:4].C(P(C(C)(C)C)C1C=CC=CC=1C1C=CC=CC=1)(C)(C)C.C(N(CC)CC)C, predict the reaction product. The product is: [CH3:15][N:5]1[C:6]2[C:11](=[CH:10][C:9]([N+:12]([O-:14])=[O:13])=[CH:8][CH:7]=2)[CH2:2][C:3]1=[O:4]. (5) Given the reactants [C-:1]#[N:2].[K+].CS(O[CH2:9][C:10]1[CH:15]=[CH:14][CH:13]=[C:12]([C@H:16]([N:23]([CH2:32][C:33]2[CH:38]=[CH:37][CH:36]=[CH:35][CH:34]=2)[C@H:24](C2C=CC=CC=2)[CH3:25])[CH2:17][CH2:18][O:19][CH2:20][O:21][CH3:22])[CH:11]=1)(=O)=O, predict the reaction product. The product is: [CH2:32]([N:23]([C@H:24]([C:10]1[CH:15]=[CH:14][CH:13]=[CH:12][CH:11]=1)[CH3:25])[C@@H:16]([C:12]1[CH:11]=[C:10]([CH2:9][C:1]#[N:2])[CH:15]=[CH:14][CH:13]=1)[CH2:17][CH2:18][O:19][CH2:20][O:21][CH3:22])[C:33]1[CH:38]=[CH:37][CH:36]=[CH:35][CH:34]=1. (6) Given the reactants [C:1]([N:8]1[CH2:15][CH2:14][CH2:13][C@@H:9]1[C:10](O)=O)([O:3][C:4]([CH3:7])([CH3:6])[CH3:5])=[O:2].C([N:18](CC)CC)C.C(OC(Cl)=O)C(C)C.N.FC(F)(F)C(OC(=O)C(F)(F)F)=O, predict the reaction product. The product is: [C:10]([C@H:9]1[CH2:13][CH2:14][CH2:15][N:8]1[C:1]([O:3][C:4]([CH3:7])([CH3:6])[CH3:5])=[O:2])#[N:18]. (7) Given the reactants Cl[C:2]1[N:7]=[C:6]([Cl:8])[CH:5]=[CH:4][N:3]=1.[N:9]1([C:15]([O:17][C:18]([CH3:21])([CH3:20])[CH3:19])=[O:16])[CH2:14][CH2:13][NH:12][CH2:11][CH2:10]1.C(=O)([O-])O.[Na+], predict the reaction product. The product is: [Cl:8][C:6]1[CH:5]=[CH:4][N:3]=[C:2]([N:12]2[CH2:11][CH2:10][N:9]([C:15]([O:17][C:18]([CH3:21])([CH3:20])[CH3:19])=[O:16])[CH2:14][CH2:13]2)[N:7]=1. (8) Given the reactants S(=O)(=O)(O)O.[CH3:6][O:7][CH2:8][C:9]1[O:13][CH:12]=[C:11]([C:14]#[C:15][C:16]2[CH:41]=[CH:40][C:19]([C:20]([N:22]([CH3:39])[C@:23]([CH3:38])([C:28]([NH:30][O:31]C3CCCCO3)=[O:29])[C:24]([NH:26][CH3:27])=[O:25])=[O:21])=[CH:18][CH:17]=2)[CH:10]=1.C(=O)([O-])O.[Na+].[Cl-].[Na+], predict the reaction product. The product is: [OH:31][NH:30][C:28](=[O:29])[C@:23]([N:22]([C:20]([C:19]1[CH:40]=[CH:41][C:16]([C:15]#[C:14][C:11]2[CH:10]=[C:9]([CH2:8][O:7][CH3:6])[O:13][CH:12]=2)=[CH:17][CH:18]=1)=[O:21])[CH3:39])([CH3:38])[C:24]([NH:26][CH3:27])=[O:25].